Dataset: Reaction yield outcomes from USPTO patents with 853,638 reactions. Task: Predict the reaction yield, written as a fraction of the theoretical maximum amount of product (1.0 means a 100% yield; for example, 0.34 means a 34% yield). (1) The yield is 0.900. The catalyst is COCCOC. The product is [CH2:1]([C:18]([N+:31]([O-:33])=[O:32])([CH2:19][CH2:20][C:21]([OH:23])=[O:22])[CH2:25][CH2:26][C:27]([OH:29])=[O:28])[CH2:2][CH2:3][CH2:4][CH2:5][CH2:6][CH2:7][CH2:8][CH2:9][CH2:10][CH2:11][CH2:12][CH2:13][CH2:14][CH2:15][CH2:16][CH3:17]. The reactants are [CH2:1]([C:18]([N+:31]([O-:33])=[O:32])([CH2:25][CH2:26][C:27]([O:29]C)=[O:28])[CH2:19][CH2:20][C:21]([O:23]C)=[O:22])[CH2:2][CH2:3][CH2:4][CH2:5][CH2:6][CH2:7][CH2:8][CH2:9][CH2:10][CH2:11][CH2:12][CH2:13][CH2:14][CH2:15][CH2:16][CH3:17].[Li+].[OH-].Cl. (2) The reactants are FC(F)(F)C(O)=O.C(OC(=O)[NH:14][S:15]([NH:18][CH2:19][CH2:20][NH:21][C:22]1[C:26]([C:27]2[N:31]([C:32]3[CH:37]=[CH:36][C:35]([F:38])=[C:34]([Br:39])[CH:33]=3)[C:30](=[O:40])[O:29][N:28]=2)=[N:25][O:24][N:23]=1)(=[O:17])=[O:16])(C)(C)C. The catalyst is O. The product is [Br:39][C:34]1[CH:33]=[C:32]([N:31]2[C:30](=[O:40])[O:29][N:28]=[C:27]2[C:26]2[C:22]([NH:21][CH2:20][CH2:19][NH:18][S:15]([NH2:14])(=[O:16])=[O:17])=[N:23][O:24][N:25]=2)[CH:37]=[CH:36][C:35]=1[F:38]. The yield is 1.00.